Dataset: Forward reaction prediction with 1.9M reactions from USPTO patents (1976-2016). Task: Predict the product of the given reaction. (1) The product is: [CH3:32][C:30]1[N:31]=[C:26]([NH:7][C:6]2[N:2]([CH3:1])[N:3]=[C:4]([C:12]([F:17])([F:18])[C:13]([F:15])([F:14])[F:16])[C:5]=2[C:8]([F:10])([F:9])[F:11])[CH:27]=[CH:28][C:29]=1[N+:33]([O-:35])=[O:34]. Given the reactants [CH3:1][N:2]1[C:6]([NH2:7])=[C:5]([C:8]([F:11])([F:10])[F:9])[C:4]([C:12]([F:18])([F:17])[C:13]([F:16])([F:15])[F:14])=[N:3]1.C(=O)([O-])[O-].[Cs+].[Cs+].Cl[C:26]1[N:31]=[C:30]([CH3:32])[C:29]([N+:33]([O-:35])=[O:34])=[CH:28][CH:27]=1, predict the reaction product. (2) Given the reactants [OH-].[Na+].[C:3]([O:7][C:8]([N:10]1[C@@H:14]([CH2:15][CH2:16][C:17]([O:19]C)=[O:18])[CH2:13][O:12][C:11]1([CH3:22])[CH3:21])=[O:9])([CH3:6])([CH3:5])[CH3:4], predict the reaction product. The product is: [C:3]([O:7][C:8]([N:10]1[C@@H:14]([CH2:15][CH2:16][C:17]([OH:19])=[O:18])[CH2:13][O:12][C:11]1([CH3:22])[CH3:21])=[O:9])([CH3:6])([CH3:4])[CH3:5].